Dataset: Catalyst prediction with 721,799 reactions and 888 catalyst types from USPTO. Task: Predict which catalyst facilitates the given reaction. (1) Reactant: Cl[C:2]1[C:27]([CH3:28])=[CH:26][C:5]2[N:6]=[C:7]3[C:12]([N:13]([CH2:14][CH2:15][CH2:16][CH2:17][C:18]4[CH:23]=[CH:22][CH:21]=[CH:20][CH:19]=4)[C:4]=2[CH:3]=1)=[N:11][C:10](=[O:24])[NH:9][C:8]3=[O:25].[CH:29]1([NH2:32])[CH2:31][CH2:30]1. Product: [CH:29]1([NH:32][C:2]2[C:27]([CH3:28])=[CH:26][C:5]3[N:6]=[C:7]4[C:12]([N:13]([CH2:14][CH2:15][CH2:16][CH2:17][C:18]5[CH:23]=[CH:22][CH:21]=[CH:20][CH:19]=5)[C:4]=3[CH:3]=2)=[N:11][C:10](=[O:24])[NH:9][C:8]4=[O:25])[CH2:31][CH2:30]1. The catalyst class is: 37. (2) Reactant: [CH2:1]([C:5]1[CH:10]=[CH:9][C:8]([C:11]#[C:12][C:13]2[CH:31]=[CH:30][C:16]([CH2:17][NH:18][C:19]3[CH:20]=[CH:21][C:22]([F:29])=[C:23]([CH:28]=3)[C:24]([O:26][CH3:27])=[O:25])=[CH:15][CH:14]=2)=[CH:7][CH:6]=1)[CH2:2][CH2:3][CH3:4].[CH3:32][C:33]([CH3:38])([CH3:37])[CH2:34][CH:35]=O.C(O[BH-](OC(=O)C)OC(=O)C)(=O)C.[Na+].ClCCl. Product: [CH2:1]([C:5]1[CH:6]=[CH:7][C:8]([C:11]#[C:12][C:13]2[CH:14]=[CH:15][C:16]([CH2:17][N:18]([CH2:35][CH2:34][C:33]([CH3:38])([CH3:37])[CH3:32])[C:19]3[CH:20]=[CH:21][C:22]([F:29])=[C:23]([CH:28]=3)[C:24]([O:26][CH3:27])=[O:25])=[CH:30][CH:31]=2)=[CH:9][CH:10]=1)[CH2:2][CH2:3][CH3:4]. The catalyst class is: 26. (3) Reactant: [CH3:1][C:2]1[O:3][N:4]=[C:5]2[C:10]=1[C:9]([C:11]1[CH:16]=[CH:15][CH:14]=[CH:13][CH:12]=1)=[N:8][NH:7][C:6]2=[O:17].[C:18]1(P(C2C=CC=CC=2)C2C=CC=CC=2)[CH:23]=CC=C[CH:19]=1.C(O)(C)C. Product: [CH:18]([N:7]1[C:6](=[O:17])[C:5]2=[N:4][O:3][C:2]([CH3:1])=[C:10]2[C:9]([C:11]2[CH:16]=[CH:15][CH:14]=[CH:13][CH:12]=2)=[N:8]1)([CH3:23])[CH3:19]. The catalyst class is: 1. (4) Product: [ClH:22].[NH2:13][CH2:12][C:11]([NH:10][C:9]1[CH:8]=[CH:7][N:6]=[C:5]2[CH:25]=[CH:24][O:23][C:4]=12)=[O:21]. Reactant: O1[C:5]2=[N:6][CH:7]=[CH:8][C:9]([NH:10][C:11](=[O:21])[CH2:12][NH:13]C(=O)OC(C)(C)C)=[C:4]2C=C1.[ClH:22].[O:23]1CCO[CH2:25][CH2:24]1. The catalyst class is: 8. (5) Product: [Cl:25][C:14]1[CH:15]=[C:16]2[C:11](=[CH:12][CH:13]=1)[N:10]=[C:9]([N:26]1[CH2:27][CH2:28][CH2:29][CH2:30]1)[C:8]([C:6]([OH:7])=[O:5])=[C:17]2[C:18]1[CH:23]=[CH:22][CH:21]=[C:20]([Cl:24])[CH:19]=1. Reactant: C([O:5][C:6]([C:8]1[C:9]([N:26]2[CH2:30][CH2:29][CH2:28][CH2:27]2)=[N:10][C:11]2[C:16]([C:17]=1[C:18]1[CH:23]=[CH:22][CH:21]=[C:20]([Cl:24])[CH:19]=1)=[CH:15][C:14]([Cl:25])=[CH:13][CH:12]=2)=[O:7])(C)(C)C.Cl. The catalyst class is: 12. (6) Reactant: [C:1]([O:5][C:6](=[O:20])[NH:7][CH2:8][CH2:9][C:10]#[C:11][C:12]1[CH:17]=[CH:16][C:15]([C:18]#[N:19])=[CH:14][CH:13]=1)([CH3:4])([CH3:3])[CH3:2].[H][H]. Product: [C:1]([O:5][C:6](=[O:20])[NH:7][CH2:8][CH2:9][CH2:10][CH2:11][C:12]1[CH:13]=[CH:14][C:15]([C:18]#[N:19])=[CH:16][CH:17]=1)([CH3:4])([CH3:2])[CH3:3]. The catalyst class is: 63. (7) Reactant: C[O:2][C:3](=[O:28])[CH2:4][CH2:5][N:6]1[C:10]2[CH:11]=[CH:12][CH:13]=[CH:14][C:9]=2[N:8]([CH2:15][C:16]2[CH:24]=[C:23]([Cl:25])[CH:22]=[C:21]3[C:17]=2[CH2:18][C:19](=[O:26])[NH:20]3)[C:7]1=[O:27].[OH-].[Li+]. Product: [Cl:25][C:23]1[CH:22]=[C:21]2[C:17]([CH2:18][C:19](=[O:26])[NH:20]2)=[C:16]([CH2:15][N:8]2[C:9]3[CH:14]=[CH:13][CH:12]=[CH:11][C:10]=3[N:6]([CH2:5][CH2:4][C:3]([OH:28])=[O:2])[C:7]2=[O:27])[CH:24]=1. The catalyst class is: 127. (8) The catalyst class is: 1. Product: [Br:1][C:2]1[N:7]=[CH:6][C:5]([CH:8]([OH:14])[CH2:9][N:10]([CH2:11][CH2:12][OH:13])[C:21](=[O:22])[O:20][C:17]([CH3:19])([CH3:18])[CH3:16])=[CH:4][C:3]=1[CH3:15]. Reactant: [Br:1][C:2]1[N:7]=[CH:6][C:5]([CH:8]([OH:14])[CH2:9][NH:10][CH2:11][CH2:12][OH:13])=[CH:4][C:3]=1[CH3:15].[CH3:16][C:17]([O:20][C:21](O[C:21]([O:20][C:17]([CH3:19])([CH3:18])[CH3:16])=[O:22])=[O:22])([CH3:19])[CH3:18].CCOC(C)=O.